This data is from Reaction yield outcomes from USPTO patents with 853,638 reactions. The task is: Predict the reaction yield, written as a fraction of the theoretical maximum amount of product (1.0 means a 100% yield; for example, 0.34 means a 34% yield). (1) The reactants are [Cl:1][C:2]1[CH:3]=[C:4]2[C:9](=[CH:10][CH:11]=1)[NH:8][CH:7]([C:12]1[CH:13]=[C:14]([NH2:18])[CH:15]=[CH:16][CH:17]=1)[CH2:6][C:5]2([CH3:20])[CH3:19].[CH2:21]([S:23](Cl)(=[O:25])=[O:24])[CH3:22]. The catalyst is N1C=CC=CC=1. The product is [Cl:1][C:2]1[CH:3]=[C:4]2[C:9](=[CH:10][CH:11]=1)[NH:8][CH:7]([C:12]1[CH:13]=[C:14]([NH:18][S:23]([CH2:21][CH3:22])(=[O:25])=[O:24])[CH:15]=[CH:16][CH:17]=1)[CH2:6][C:5]2([CH3:20])[CH3:19]. The yield is 0.540. (2) The reactants are [Cl-].O[NH3+:3].[C:4](=[O:7])([O-])[OH:5].[Na+].CS(C)=O.[CH2:13]([CH:15]([O:20][C@H:21]1[CH2:26][CH2:25][C@H:24]([N:27]2[C:32](=[O:33])[C:31]([CH2:34][C:35]3[CH:40]=[CH:39][C:38]([C:41]4[C:42]([C:47]#[N:48])=[CH:43][CH:44]=[CH:45][CH:46]=4)=[CH:37][C:36]=3[F:49])=[C:30]([CH2:50][CH2:51][CH3:52])[N:29]3[N:53]=[CH:54][N:55]=[C:28]23)[CH2:23][CH2:22]1)[C:16]([OH:19])([CH3:18])[CH3:17])[CH3:14]. The catalyst is O.C(OCC)(=O)C. The product is [CH2:13]([CH:15]([O:20][C@H:21]1[CH2:26][CH2:25][C@H:24]([N:27]2[C:32](=[O:33])[C:31]([CH2:34][C:35]3[CH:40]=[CH:39][C:38]([C:41]4[CH:46]=[CH:45][CH:44]=[CH:43][C:42]=4[C:47]4[NH:3][C:4](=[O:7])[O:5][N:48]=4)=[CH:37][C:36]=3[F:49])=[C:30]([CH2:50][CH2:51][CH3:52])[N:29]3[N:53]=[CH:54][N:55]=[C:28]23)[CH2:23][CH2:22]1)[C:16]([OH:19])([CH3:17])[CH3:18])[CH3:14]. The yield is 0.730. (3) The reactants are C1(NC2N3N=CC(C=O)=C3N=C([C:16]3[S:20][C:19]([C:21](O)=[O:22])=[CH:18][CH:17]=3)C=2)CC1.CCN=C=NCCCN(C)C.CCN(CC)CC.C1C=CC2N(O)N=NC=2C=1.[CH3:52][O:53][CH2:54][CH2:55][CH2:56][NH2:57]. The catalyst is CN(C=O)C.C(OCC)(=O)C. The product is [CH3:52][O:53][CH2:54][CH2:55][CH2:56][NH:57][C:21]([C:19]1[S:20][CH:16]=[CH:17][CH:18]=1)=[O:22]. The yield is 0.830. (4) The reactants are [Cl:1][C:2]1[N:7]=[CH:6][N:5]=[C:4]([NH2:8])[CH:3]=1.[CH:9]1([O:14][C:15]2[CH:16]=[C:17]([CH:20]=[CH:21][C:22]=2[O:23][CH3:24])[CH:18]=O)[CH2:13][CH2:12][CH2:11][CH2:10]1.CC(O)=O. The catalyst is ClCCCl. The product is [Cl:1][C:2]1[N:7]=[CH:6][N:5]=[C:4]([NH:8][CH2:18][C:17]2[CH:20]=[CH:21][C:22]([O:23][CH3:24])=[C:15]([O:14][CH:9]3[CH2:13][CH2:12][CH2:11][CH2:10]3)[CH:16]=2)[CH:3]=1. The yield is 0.120. (5) No catalyst specified. The yield is 0.430. The product is [NH4+:9].[N+:16]([C:19]1[CH:24]=[CH:23][C:22]([O:15][P:12]([CH2:11][N:9]([S:6]([C:2]2[S:1][CH:5]=[CH:4][CH:3]=2)(=[O:7])=[O:8])[CH3:10])(=[O:13])[O-:14])=[CH:21][CH:20]=1)([O-:18])=[O:17]. The reactants are [S:1]1[CH:5]=[CH:4][CH:3]=[C:2]1[S:6]([N:9]([CH2:11][P:12](=[O:15])([OH:14])[OH:13])[CH3:10])(=[O:8])=[O:7].[N+:16]([C:19]1[CH:24]=[CH:23][C:22](O)=[CH:21][CH:20]=1)([O-:18])=[O:17].